This data is from Forward reaction prediction with 1.9M reactions from USPTO patents (1976-2016). The task is: Predict the product of the given reaction. (1) Given the reactants C[O:2][C:3]([CH:5]1[CH2:13][C:12]2[C:7](=[CH:8][CH:9]=[CH:10][C:11]=2[S:14](=[O:37])(=[O:36])[NH:15][CH2:16][CH2:17][N:18]([CH2:31][CH2:32][CH2:33][CH2:34][CH3:35])[CH2:19][C:20]2[CH:25]=[CH:24][C:23]([O:26][C:27]([F:30])([F:29])[F:28])=[CH:22][CH:21]=2)[CH2:6]1)=[O:4].[Li+].[OH-], predict the reaction product. The product is: [CH2:31]([N:18]([CH2:19][C:20]1[CH:25]=[CH:24][C:23]([O:26][C:27]([F:30])([F:28])[F:29])=[CH:22][CH:21]=1)[CH2:17][CH2:16][NH:15][S:14]([C:11]1[CH:10]=[CH:9][CH:8]=[C:7]2[C:12]=1[CH2:13][CH:5]([C:3]([OH:4])=[O:2])[CH2:6]2)(=[O:36])=[O:37])[CH2:32][CH2:33][CH2:34][CH3:35]. (2) Given the reactants [N:1]1[CH:2]=[CH:3][N:4]2[C:9]([NH2:10])=[CH:8][CH:7]=[CH:6][C:5]=12.C1C(=O)N(OC(ON2C(=O)CCC2=O)=O)[C:13](=[O:14])C1.Cl.[Cl:30][C:31]1[CH:50]=[CH:49][C:34]([O:35][C:36]2[CH:37]=[C:38]([CH:46]=[CH:47][CH:48]=2)[CH2:39][N:40]2[CH2:45][CH2:44][NH:43][CH2:42][CH2:41]2)=[CH:33][CH:32]=1.C(N(C(C)C)CC)(C)C, predict the reaction product. The product is: [N:1]1[CH:2]=[CH:3][N:4]2[C:9]([NH:10][C:13]([N:43]3[CH2:44][CH2:45][N:40]([CH2:39][C:38]4[CH:46]=[CH:47][CH:48]=[C:36]([O:35][C:34]5[CH:49]=[CH:50][C:31]([Cl:30])=[CH:32][CH:33]=5)[CH:37]=4)[CH2:41][CH2:42]3)=[O:14])=[CH:8][CH:7]=[CH:6][C:5]=12. (3) Given the reactants [F:1][C:2]1[CH:3]=[C:4]([CH2:20][C:21]([CH3:29])([CH3:28])[CH2:22][C:23]([O:25][CH2:26][CH3:27])=[O:24])[CH:5]=[CH:6][C:7]=1[O:8][CH2:9][CH2:10][CH2:11][NH:12][C:13]1[CH:18]=[CH:17][CH:16]=[CH:15][N+:14]=1[O-].C1CCCCC=1, predict the reaction product. The product is: [F:1][C:2]1[CH:3]=[C:4]([CH2:20][C:21]([CH3:28])([CH3:29])[CH2:22][C:23]([O:25][CH2:26][CH3:27])=[O:24])[CH:5]=[CH:6][C:7]=1[O:8][CH2:9][CH2:10][CH2:11][NH:12][C:13]1[CH:18]=[CH:17][CH:16]=[CH:15][N:14]=1. (4) Given the reactants [CH3:1][S:2][C:3]1[N:8]=[C:7]([N:9]2[C:17]3[C:12](=[C:13]([O:18][Si](C(C)C)(C(C)C)C(C)C)[CH:14]=[CH:15][CH:16]=3)[CH:11]=[CH:10]2)[CH:6]=[CH:5][N:4]=1.[F:29][C:30]([F:35])([F:34])[CH2:31]OC.CN1[C:41](=[O:42])[CH2:40]CC1, predict the reaction product. The product is: [F:35][C:30]([F:29])([F:34])[CH2:31][CH:41]([OH:42])[CH2:40][O:18][C:13]1[CH:14]=[CH:15][CH:16]=[C:17]2[C:12]=1[CH:11]=[CH:10][N:9]2[C:7]1[CH:6]=[CH:5][N:4]=[C:3]([S:2][CH3:1])[N:8]=1. (5) The product is: [CH3:22][O:23][C:24]1[CH:52]=[C:51]([O:53][CH3:54])[CH:50]=[CH:49][C:25]=1[CH2:26][NH:27][C:28]1[CH:35]=[CH:34][C:31]([C:32]#[N:33])=[CH:30][C:29]=1[NH:36][C:37]1[N:42]=[C:41]([NH:12][C@H:7]2[C:6]3[C:11](=[C:2]([F:1])[CH:3]=[CH:4][CH:5]=3)[O:10][CH2:9][CH2:8]2)[C:40]([N+:46]([O-:48])=[O:47])=[CH:39][N:38]=1. Given the reactants [F:1][C:2]1[CH:3]=[CH:4][CH:5]=[C:6]2[C:11]=1[O:10][CH2:9][CH2:8][C@H:7]2[NH2:12].C(N(CC)C(C)C)(C)C.[CH3:22][O:23][C:24]1[CH:52]=[C:51]([O:53][CH3:54])[CH:50]=[CH:49][C:25]=1[CH2:26][NH:27][C:28]1[CH:35]=[CH:34][C:31]([C:32]#[N:33])=[CH:30][C:29]=1[NH:36][C:37]1[N:42]=[C:41](SC#N)[C:40]([N+:46]([O-:48])=[O:47])=[CH:39][N:38]=1, predict the reaction product. (6) Given the reactants [NH2:1][C@H:2]1[CH2:7][CH2:6][N:5]([CH2:8][CH:9]2[C:13]3=[C:14]([Cl:22])[CH:15]=[N:16][C:17]4[CH:18]=[CH:19][C:20](=[O:21])[N:11]([C:12]=43)[CH2:10]2)[CH2:4][C@H:3]1[OH:23].[O:24]1[C:33]2[CH:32]=[C:31]([CH:34]=O)[N:30]=[CH:29][C:28]=2[O:27][CH2:26][CH2:25]1, predict the reaction product. The product is: [ClH:22].[Cl:22][C:14]1[CH:15]=[N:16][C:17]2[CH:18]=[CH:19][C:20](=[O:21])[N:11]3[CH2:10][CH:9]([CH2:8][N:5]4[CH2:6][CH2:7][C@H:2]([NH:1][CH2:34][C:31]5[N:30]=[CH:29][C:28]6[O:27][CH2:26][CH2:25][O:24][C:33]=6[CH:32]=5)[C@H:3]([OH:23])[CH2:4]4)[C:13]=1[C:12]=23. (7) Given the reactants [F:1][C:2]([F:33])([F:32])[C:3]1[CH:4]=[C:5]([C@H:13]([O:15][C@H:16]2[O:24][CH2:23][C@@H:19]3[CH2:20][NH:21][CH2:22][C@H:18]3[C@@H:17]2[C:25]2[CH:30]=[CH:29][CH:28]=[CH:27][C:26]=2[CH3:31])[CH3:14])[CH:6]=[C:7]([C:9]([F:12])([F:11])[F:10])[CH:8]=1.[C:34]1(=O)[CH2:38][CH2:37][C:36](=[O:39])[CH2:35]1, predict the reaction product. The product is: [F:33][C:2]([F:1])([F:32])[C:3]1[CH:4]=[C:5]([C@H:13]([O:15][CH:16]2[O:24][CH2:23][C@@H:19]3[CH2:20][N:21]([C:34]4[CH2:38][CH2:37][C:36](=[O:39])[CH:35]=4)[CH2:22][C@H:18]3[C@@H:17]2[C:25]2[CH:30]=[CH:29][CH:28]=[CH:27][C:26]=2[CH3:31])[CH3:14])[CH:6]=[C:7]([C:9]([F:10])([F:11])[F:12])[CH:8]=1.